Dataset: Ames mutagenicity test results for genotoxicity prediction. Task: Regression/Classification. Given a drug SMILES string, predict its toxicity properties. Task type varies by dataset: regression for continuous values (e.g., LD50, hERG inhibition percentage) or binary classification for toxic/non-toxic outcomes (e.g., AMES mutagenicity, cardiotoxicity, hepatotoxicity). Dataset: ames. The result is 0 (non-mutagenic). The compound is Nc1nc(O)c2ncn(C3C=CC(CO)C3)c2n1.